Task: Predict which catalyst facilitates the given reaction.. Dataset: Catalyst prediction with 721,799 reactions and 888 catalyst types from USPTO (1) Product: [Cl:26][C:27]1[C:28]([CH3:37])=[C:29]([S:33]([N:11]2[CH2:16][CH2:15][C:14]3([C:24]4[C:19](=[CH:20][CH:21]=[CH:22][CH:23]=4)[NH:18][C:17]3=[O:25])[CH2:13][CH2:12]2)(=[O:35])=[O:34])[CH:30]=[CH:31][CH:32]=1. Reactant: C(N(CC)C(C)C)(C)C.Cl.[NH:11]1[CH2:16][CH2:15][C:14]2([C:24]3[C:19](=[CH:20][CH:21]=[CH:22][CH:23]=3)[NH:18][C:17]2=[O:25])[CH2:13][CH2:12]1.[Cl:26][C:27]1[C:28]([CH3:37])=[C:29]([S:33](Cl)(=[O:35])=[O:34])[CH:30]=[CH:31][CH:32]=1. The catalyst class is: 382. (2) Reactant: [CH2:1]([O:8][C:9](=[O:21])[C:10]1[C:15]([F:16])=[C:14]([F:17])[C:13](F)=[C:12]([F:19])[C:11]=1[F:20])[C:2]1[CH:7]=[CH:6][CH:5]=[CH:4][CH:3]=1.C(N(CC)CC)C.[C:29]([O:33][C:34](=[O:41])[NH:35][C@H:36]1[CH2:40][CH2:39][NH:38][CH2:37]1)([CH3:32])([CH3:31])[CH3:30]. Product: [CH2:1]([O:8][C:9](=[O:21])[C:10]1[C:11]([F:20])=[C:12]([F:19])[C:13]([N:38]2[CH2:39][CH2:40][C@H:36]([NH:35][C:34]([O:33][C:29]([CH3:32])([CH3:31])[CH3:30])=[O:41])[CH2:37]2)=[C:14]([F:17])[C:15]=1[F:16])[C:2]1[CH:3]=[CH:4][CH:5]=[CH:6][CH:7]=1. The catalyst class is: 10. (3) Reactant: [CH3:1][N:2]([CH3:37])[CH2:3][CH2:4][NH:5][C:6]([C:8]1[C:21]2[C:12](=[N:13][C:14]3[C:19]([N:20]=2)=[C:18]2[CH:22]=[CH:23][CH:24]=[C:25]([O:26][CH2:27][CH2:28][O:29][Si](C(C)(C)C)(C)C)[C:17]2=[CH:16][CH:15]=3)[CH:11]=[CH:10][CH:9]=1)=[O:7].[F-].C([N+](CCCC)(CCCC)CCCC)CCC. Product: [CH3:1][N:2]([CH3:37])[CH2:3][CH2:4][NH:5][C:6]([C:8]1[C:21]2[C:12](=[N:13][C:14]3[C:19]([N:20]=2)=[C:18]2[CH:22]=[CH:23][CH:24]=[C:25]([O:26][CH2:27][CH2:28][OH:29])[C:17]2=[CH:16][CH:15]=3)[CH:11]=[CH:10][CH:9]=1)=[O:7]. The catalyst class is: 54. (4) Reactant: Cl.[Cl:2][C:3]1[CH:4]=[C:5]([O:9][C:10]2[C:15]3[N:16]=[CH:17][N:18]([CH3:19])[C:14]=3[C:13]([C:20]([OH:22])=O)=[CH:12][N:11]=2)[CH:6]=[CH:7][CH:8]=1.C(N1CCOCC1)C.[NH:31]1[CH2:36][CH2:35][CH2:34][CH2:33][CH2:32]1.O.ON1C2C=CC=CC=2N=N1.Cl.CN(C)CCCN=C=NCC. Product: [ClH:2].[Cl:2][C:3]1[CH:4]=[C:5]([O:9][C:10]2[C:15]3[N:16]=[CH:17][N:18]([CH3:19])[C:14]=3[C:13]([C:20]([N:31]3[CH2:36][CH2:35][CH2:34][CH2:33][CH2:32]3)=[O:22])=[CH:12][N:11]=2)[CH:6]=[CH:7][CH:8]=1. The catalyst class is: 9. (5) Reactant: [CH3:1][C:2]([CH3:36])([CH3:35])[CH2:3][CH2:4][C@:5]1([CH3:34])[C:14]2[C:9](=[CH:10][CH:11]=[CH:12][CH:13]=2)[C:8]([OH:15])=[C:7]([C:16]2[NH:21][C:20]3[CH:22]=[CH:23][C:24]([NH:26][S:27]([CH3:30])(=[O:29])=[O:28])=[CH:25][C:19]=3[S:18](=[O:32])(=[O:31])[N:17]=2)[C:6]1=[O:33].[OH-].[Ca+2:38].[OH-]. Product: [CH3:1][C:2]([CH3:36])([CH3:35])[CH2:3][CH2:4][C@:5]1([CH3:34])[C:14]2[C:9](=[CH:10][CH:11]=[CH:12][CH:13]=2)[C:8]([O-:15])=[C:7]([C:16]2[NH:21][C:20]3[CH:22]=[CH:23][C:24]([NH:26][S:27]([CH3:30])(=[O:29])=[O:28])=[CH:25][C:19]=3[S:18](=[O:32])(=[O:31])[N:17]=2)[C:6]1=[O:33].[Ca+2:38].[CH3:1][C:2]([CH3:36])([CH3:35])[CH2:3][CH2:4][C@:5]1([CH3:34])[C:14]2[C:9](=[CH:10][CH:11]=[CH:12][CH:13]=2)[C:8]([O-:15])=[C:7]([C:16]2[NH:21][C:20]3[CH:22]=[CH:23][C:24]([NH:26][S:27]([CH3:30])(=[O:29])=[O:28])=[CH:25][C:19]=3[S:18](=[O:32])(=[O:31])[N:17]=2)[C:6]1=[O:33]. The catalyst class is: 32. (6) Reactant: Cl.[O:2]=[C:3]1[NH:11][C:6]2=[N:7][CH:8]=[CH:9][CH:10]=[C:5]2[C:4]21[CH2:19][C:18]1[C:13](=[CH:14][CH:15]=[C:16]([NH:20][C:21]3[N:26]=[CH:25][N:24]=[C:23]([C:27]([OH:29])=O)[CH:22]=3)[CH:17]=1)[CH2:12]2.[F:30][C:31]1[CH:32]=[C:33]2[C:37](=[CH:38][C:39]=1[F:40])[NH:36][CH2:35][CH2:34]2.CN(C(ON1N=NC2C=CC=CC1=2)=[N+](C)C)C.[B-](F)(F)(F)F. Product: [F:30][C:31]1[CH:32]=[C:33]2[C:37](=[CH:38][C:39]=1[F:40])[N:36]([C:27]([C:23]1[N:24]=[CH:25][N:26]=[C:21]([NH:20][C:16]3[CH:17]=[C:18]4[C:13](=[CH:14][CH:15]=3)[CH2:12][C:4]3([C:5]5[C:6](=[N:7][CH:8]=[CH:9][CH:10]=5)[NH:11][C:3]3=[O:2])[CH2:19]4)[CH:22]=1)=[O:29])[CH2:35][CH2:34]2. The catalyst class is: 3. (7) Reactant: [NH2:1][C:2]1[N:7]=[C:6]([C:8]2[CH:9]=[C:10]3[C:15](=[O:16])[NH:14][CH2:13][CH:12]([CH2:17][C:18]([O:20]CC)=[O:19])[N:11]3[CH:23]=2)[CH:5]=[CH:4][N:3]=1.[OH-].[Li+]. Product: [NH2:1][C:2]1[N:7]=[C:6]([C:8]2[CH:9]=[C:10]3[C:15](=[O:16])[NH:14][CH2:13][CH:12]([CH2:17][C:18]([OH:20])=[O:19])[N:11]3[CH:23]=2)[CH:5]=[CH:4][N:3]=1. The catalyst class is: 30. (8) Reactant: [CH3:1]C(C)([O-])C.[K+].[C:7]([O:10][CH2:11][C:12]([C:14]1[CH:19]=[CH:18][C:17]([C:20]([CH3:23])([CH3:22])[CH3:21])=[CH:16][CH:15]=1)=O)(=[O:9])[CH3:8]. Product: [C:7]([O:10][CH2:11][C:12]([C:14]1[CH:19]=[CH:18][C:17]([C:20]([CH3:23])([CH3:22])[CH3:21])=[CH:16][CH:15]=1)=[CH2:1])(=[O:9])[CH3:8]. The catalyst class is: 307. (9) Reactant: [F:1][C:2]1[C:27]([O:28][CH3:29])=[CH:26][C:25]([O:30][CH3:31])=[C:24]([F:32])[C:3]=1[CH2:4][O:5][C:6]1[CH:7]=[N:8][C:9]([NH:12][C:13]2[CH:14]=[N:15][N:16](C3CCCCO3)[CH:17]=2)=[N:10][CH:11]=1.Cl.O1CCOCC1. Product: [F:32][C:24]1[C:25]([O:30][CH3:31])=[CH:26][C:27]([O:28][CH3:29])=[C:2]([F:1])[C:3]=1[CH2:4][O:5][C:6]1[CH:11]=[N:10][C:9]([NH:12][C:13]2[CH:17]=[N:16][NH:15][CH:14]=2)=[N:8][CH:7]=1. The catalyst class is: 5. (10) Reactant: [NH2:1][C:2]1[N:7]=[C:6]([C:8]2[O:9][CH:10]=[CH:11][CH:12]=2)[C:5]([C:13]#[N:14])=[C:4](S(C)=O)[N:3]=1.[CH3:18][C:19]1[CH:20]=[CH:21][C:22]([CH2:25][OH:26])=[N:23][CH:24]=1.C1CCN2C(=NCCC2)CC1. The catalyst class is: 57. Product: [NH2:1][C:2]1[N:7]=[C:6]([C:8]2[O:9][CH:10]=[CH:11][CH:12]=2)[C:5]([C:13]#[N:14])=[C:4]([O:26][CH2:25][C:22]2[CH:21]=[CH:20][C:19]([CH3:18])=[CH:24][N:23]=2)[N:3]=1.